From a dataset of Reaction yield outcomes from USPTO patents with 853,638 reactions. Predict the reaction yield, written as a fraction of the theoretical maximum amount of product (1.0 means a 100% yield; for example, 0.34 means a 34% yield). (1) The reactants are C(N(CC)CC)C.[F:8][C:9]1[CH:14]=[CH:13][CH:12]=[CH:11][C:10]=1[C:15]1[N:16]=[N:17][N:18]2[C:27]3[C:22](=[CH:23][CH:24]=[CH:25][CH:26]=3)[C:21](=[O:28])[NH:20][C:19]=12.[C:29]1([CH3:39])[CH:34]=[CH:33][C:32]([S:35](Cl)(=[O:37])=[O:36])=[CH:31][CH:30]=1. The catalyst is CN(C)C=O.O. The product is [F:8][C:9]1[CH:14]=[CH:13][CH:12]=[CH:11][C:10]=1[C:15]1[N:16]=[N:17][N:18]2[C:27]3[C:22](=[CH:23][CH:24]=[CH:25][CH:26]=3)[C:21]([O:28][S:35]([C:32]3[CH:33]=[CH:34][C:29]([CH3:39])=[CH:30][CH:31]=3)(=[O:37])=[O:36])=[N:20][C:19]=12. The yield is 1.00. (2) The reactants are [C:1]([O:5][C:6]([NH:8][C:9]1([CH:17]2[CH2:26][CH2:25][C:24]3[CH:23]=[C:22](OS(C(F)(F)F)(=O)=O)[CH:21]=[CH:20][C:19]=3[CH2:18]2)[CH2:14][O:13][C:12]([CH3:16])([CH3:15])[O:11][CH2:10]1)=[O:7])([CH3:4])([CH3:3])[CH3:2].[CH2:35]([O:42][C:43]1[CH:44]=[C:45]([SH:49])[CH:46]=[CH:47][CH:48]=1)[C:36]1[CH:41]=[CH:40][CH:39]=[CH:38][CH:37]=1.O1CCOCC1.C(N(CC)C(C)C)(C)C.CC1(C)C2C(=C(P(C3C=CC=CC=3)C3C=CC=CC=3)C=CC=2)OC2C(P(C3C=CC=CC=3)C3C=CC=CC=3)=CC=CC1=2. The catalyst is C1C=CC(/C=C/C(/C=C/C2C=CC=CC=2)=O)=CC=1.C1C=CC(/C=C/C(/C=C/C2C=CC=CC=2)=O)=CC=1.C1C=CC(/C=C/C(/C=C/C2C=CC=CC=2)=O)=CC=1.[Pd].[Pd].CC1(C)C2C(=C(P(C3C=CC=CC=3)C3C=CC=CC=3)C=CC=2)OC2C(P(C3C=CC=CC=3)C3C=CC=CC=3)=CC=CC1=2.CCOC(C)=O.CCCCCC. The product is [CH2:35]([O:42][C:43]1[CH:44]=[C:45]([S:49][C:22]2[CH:23]=[C:24]3[C:19](=[CH:20][CH:21]=2)[CH2:18][CH:17]([C:9]2([NH:8][C:6](=[O:7])[O:5][C:1]([CH3:4])([CH3:3])[CH3:2])[CH2:14][O:13][C:12]([CH3:16])([CH3:15])[O:11][CH2:10]2)[CH2:26][CH2:25]3)[CH:46]=[CH:47][CH:48]=1)[C:36]1[CH:37]=[CH:38][CH:39]=[CH:40][CH:41]=1. The yield is 0.430. (3) The reactants are [H-].[Na+].[Cl:3][C:4]1[CH:9]=[CH:8][CH:7]=[C:6]([Cl:10])[C:5]=1[C:11]1[CH:16]=[C:15]([F:17])[CH:14]=[C:13]([OH:18])[C:12]=1[O:19][CH3:20].S([C:25]1[CH:31]=CC(C)=C[CH:26]=1)([O-])(=O)=O.CN(C=[O:36])C. No catalyst specified. The product is [Cl:3][C:4]1[CH:9]=[CH:8][CH:7]=[C:6]([Cl:10])[C:5]=1[C:11]1[CH:16]=[C:15]([F:17])[CH:14]=[C:13]([O:18][CH2:26][C@H:25]2[CH2:31][O:36]2)[C:12]=1[O:19][CH3:20]. The yield is 0.770. (4) The reactants are [C:1]([C:3]1[CH:11]=[C:10]2[C:6]([C:7]([CH2:14][C:15]3[CH:20]=[CH:19][C:18]([C:21](=[O:29])[NH:22][CH2:23][C:24]4[O:25][CH:26]=[CH:27][N:28]=4)=[CH:17][C:16]=3[C:30]3[C:31]([C:38]([OH:40])=[O:39])=[CH:32][C:33]([O:36][CH3:37])=[CH:34][CH:35]=3)=[CH:8][N:9]2[CH2:12][CH3:13])=[CH:5][CH:4]=1)#[N:2].Cl.O1C=C[N:44]=C1NC.CN([P+](ON1N=NC2C=CC=CC1=2)(N(C)C)N(C)C)C.F[P-](F)(F)(F)(F)F. The catalyst is CN(C=O)C. The product is [C:1]([C:3]1[CH:11]=[C:10]2[C:6]([C:7]([CH2:14][C:15]3[CH:20]=[CH:19][C:18]([C:21](=[O:29])[NH:22][CH2:23][C:24]4[O:25][CH:26]=[CH:27][N:28]=4)=[CH:17][C:16]=3[C:30]3[C:31]([C:38]([OH:40])=[O:39])=[CH:32][C:33]([O:36][CH3:37])=[CH:34][CH:35]=3)=[CH:8][N:9]2[CH2:12][CH3:13])=[CH:5][CH:4]=1)(=[NH:44])[NH2:2]. The yield is 0.910. (5) The reactants are O[C:2]1[CH:3]=[C:4]([CH:16]=[CH:17][CH:18]=1)[CH2:5][C:6](=[O:15])[C:7]1[CH:12]=[CH:11][C:10]([OH:13])=[C:9]([Br:14])[CH:8]=1.B(F)(F)F.CC[O:25][CH2:26]C.CS(Cl)(=O)=[O:30]. The catalyst is Cl. The product is [Br:14][C:9]1[C:10]([OH:13])=[CH:11][CH:12]=[C:7]2[C:8]=1[O:25][CH:26]=[C:5]([C:4]1[CH:16]=[CH:17][C:18]([OH:30])=[CH:2][CH:3]=1)[C:6]2=[O:15]. The yield is 0.504. (6) The reactants are [CH3:1][C:2]([N:6]1[C:11](=[O:12])[CH2:10][C:9](=[O:13])[N:8]([C:14]([CH3:18])([CH3:17])[CH2:15][CH3:16])[C:7]1=[O:19])([CH3:5])[CH2:3][CH3:4].C(N(C(C)C)CC)(C)C.[N:29]([CH2:32][C:33]([O:35]CC)=[O:34])=[C:30]=[O:31]. The catalyst is ClCCl. The product is [CH3:18][C:14]([N:8]1[C:9]([OH:13])=[C:10]([C:30]([NH:29][CH2:32][C:33]([OH:35])=[O:34])=[O:31])[C:11](=[O:12])[N:6]([C:2]([CH3:1])([CH3:5])[CH2:3][CH3:4])[C:7]1=[O:19])([CH3:17])[CH2:15][CH3:16]. The yield is 0.460. (7) The reactants are [CH3:1][C:2]1[CH:7]=[C:6]([S:8][C:9]2[CH:14]=[N:13][CH:12]=[CH:11][N:10]=2)[CH:5]=[C:4]([CH3:15])[C:3]=1[C:16]1[N:17]=[C:18]([NH2:21])[S:19][CH:20]=1.C(N(CC)CC)C.Cl.[C:30](Cl)(=[O:37])[C:31]1[CH:36]=[CH:35][N:34]=[CH:33][CH:32]=1. The catalyst is C(Cl)Cl. The product is [CH3:15][C:4]1[CH:5]=[C:6]([S:8][C:9]2[CH:14]=[N:13][CH:12]=[CH:11][N:10]=2)[CH:7]=[C:2]([CH3:1])[C:3]=1[C:16]1[N:17]=[C:18]([NH:21][C:30](=[O:37])[C:31]2[CH:36]=[CH:35][N:34]=[CH:33][CH:32]=2)[S:19][CH:20]=1. The yield is 0.590. (8) The reactants are [CH3:1][O:2][C:3]1[CH:4]=[C:5]2[C:10](=[CH:11][C:12]=1[O:13][CH3:14])[N:9]=[CH:8][CH:7]=[C:6]2[O:15][C:16]1[CH:22]=[CH:21][C:19]([NH2:20])=[CH:18][CH:17]=1.Cl[C:24](Cl)([O:26]C(=O)OC(Cl)(Cl)Cl)Cl.[OH:35][CH:36]([C:39]1[CH:44]=[CH:43][CH:42]=[CH:41][CH:40]=1)[C:37]#[N:38].C(=O)(O)[O-].[Na+]. The catalyst is C(Cl)Cl.C(N(CC)CC)C.C1(C)C=CC=CC=1. The product is [CH3:1][O:2][C:3]1[CH:4]=[C:5]2[C:10](=[CH:11][C:12]=1[O:13][CH3:14])[N:9]=[CH:8][CH:7]=[C:6]2[O:15][C:16]1[CH:22]=[CH:21][C:19]([NH:20][C:24](=[O:26])[O:35][CH:36]([C:37]#[N:38])[C:39]2[CH:44]=[CH:43][CH:42]=[CH:41][CH:40]=2)=[CH:18][CH:17]=1. The yield is 0.240. (9) The reactants are [CH:1]([N:4]1[CH:8]=[N:7][N:6]=[C:5]1[C:9]1[S:10][C:11]2[CH2:12][CH2:13][O:14][C:15]3[CH:22]=[C:21]([C:23](O)=[O:24])[CH:20]=[CH:19][C:16]=3[C:17]=2[N:18]=1)([CH3:3])[CH3:2].C(Cl)(=O)C(Cl)=O.[NH2:32][C:33]1[CH:37]=[CH:36][O:35][N:34]=1.C(N(CC)CC)C.C(=O)(O)[O-].[Na+]. The catalyst is C(Cl)Cl.CN(C=O)C. The product is [O:35]1[CH:36]=[CH:37][C:33]([NH:32][C:23]([C:21]2[CH:20]=[CH:19][C:16]3[C:17]4[N:18]=[C:9]([C:5]5[N:4]([CH:1]([CH3:3])[CH3:2])[CH:8]=[N:7][N:6]=5)[S:10][C:11]=4[CH2:12][CH2:13][O:14][C:15]=3[CH:22]=2)=[O:24])=[N:34]1. The yield is 0.470.